Dataset: Reaction yield outcomes from USPTO patents with 853,638 reactions. Task: Predict the reaction yield, written as a fraction of the theoretical maximum amount of product (1.0 means a 100% yield; for example, 0.34 means a 34% yield). (1) The reactants are [C:1]([C:3]1[CH:27]=[CH:26][C:6]([CH2:7][N:8]2[CH2:13][CH2:12][CH:11]([NH:14][C:15]([C:17]3[CH:25]=[CH:24][C:20]([C:21]([OH:23])=O)=[CH:19][CH:18]=3)=[O:16])[CH2:10][CH2:9]2)=[CH:5][CH:4]=1)#[N:2].C(N(CC)CC)C.CN(C(ON1N=N[C:45]2[CH:46]=[CH:47][CH:48]=[N:49][C:44]1=2)=[N+](C)C)C.F[P-](F)(F)(F)(F)F.[CH2:59]([O:61][C:62]1[CH:74]=[CH:73][C:65]([CH2:66]C2CCNCC2)=[CH:64][CH:63]=1)[CH3:60]. The catalyst is CN(C)C=O.O. The product is [C:1]([C:3]1[CH:4]=[CH:5][C:6]([CH2:7][N:8]2[CH2:13][CH2:12][CH:11]([NH:14][C:15](=[O:16])[C:17]3[CH:18]=[CH:19][C:20]([C:21]([CH:46]4[CH2:45][CH2:44][N:49]([CH2:66][C:65]5[CH:73]=[CH:74][C:62]([O:61][CH2:59][CH3:60])=[CH:63][CH:64]=5)[CH2:48][CH2:47]4)=[O:23])=[CH:24][CH:25]=3)[CH2:10][CH2:9]2)=[CH:26][CH:27]=1)#[N:2]. The yield is 0.550. (2) The reactants are [N+:1]([C:4]1[C:5]([C:15]([OH:17])=O)=[N:6][N:7]([CH:9]2[CH2:14][CH2:13][CH2:12][CH2:11][O:10]2)[CH:8]=1)([O-:3])=[O:2].[C:18]([CH2:20][CH2:21][NH2:22])#[N:19].CCN=C=NCCCN(C)C.C1C=CC2N(O)N=NC=2C=1. The catalyst is CN(C=O)C.O. The product is [C:18]([CH2:20][CH2:21][NH:22][C:15]([C:5]1[C:4]([N+:1]([O-:3])=[O:2])=[CH:8][N:7]([CH:9]2[CH2:14][CH2:13][CH2:12][CH2:11][O:10]2)[N:6]=1)=[O:17])#[N:19]. The yield is 0.800. (3) The reactants are [Cl:1][C:2]1[CH:7]=[CH:6][C:5]([C:8]2[C:9](=[O:18])[NH:10][C:11]3([CH2:17][CH2:16][CH2:15][CH2:14][CH2:13]3)[N:12]=2)=[CH:4][CH:3]=1.[H-].[Na+].Br[CH2:22][C:23]([C:25]1[CH:30]=[CH:29][CH:28]=[C:27]([C:31]([F:34])([F:33])[F:32])[CH:26]=1)=[O:24]. The catalyst is CN(C=O)C.[Cl-].[Na+].O. The product is [Cl:1][C:2]1[CH:3]=[CH:4][C:5]([C:8]2[C:9](=[O:18])[N:10]([CH2:22][C:23](=[O:24])[C:25]3[CH:30]=[CH:29][CH:28]=[C:27]([C:31]([F:32])([F:33])[F:34])[CH:26]=3)[C:11]3([CH2:17][CH2:16][CH2:15][CH2:14][CH2:13]3)[N:12]=2)=[CH:6][CH:7]=1. The yield is 0.160. (4) The catalyst is C(Cl)Cl. The reactants are [CH:1]1([CH2:7][N:8]2[C:12]([C:13]3[CH2:17][C:16]4([CH2:22][CH2:21][CH2:20][CH2:19][CH2:18]4)[NH:15][N:14]=3)=[CH:11][C:10]([C:23]([NH:25][CH:26]3[CH2:31][CH2:30][O:29][CH2:28][CH2:27]3)=[O:24])=[C:9]2[CH3:32])[CH2:6][CH2:5][CH2:4][CH2:3][CH2:2]1.[C:33]([N:37]=[C:38]=[O:39])([CH3:36])([CH3:35])[CH3:34]. The product is [C:33]([NH:37][C:38]([N:15]1[C:16]2([CH2:22][CH2:21][CH2:20][CH2:19][CH2:18]2)[CH2:17][C:13]([C:12]2[N:8]([CH2:7][CH:1]3[CH2:6][CH2:5][CH2:4][CH2:3][CH2:2]3)[C:9]([CH3:32])=[C:10]([C:23](=[O:24])[NH:25][CH:26]3[CH2:27][CH2:28][O:29][CH2:30][CH2:31]3)[CH:11]=2)=[N:14]1)=[O:39])([CH3:36])([CH3:35])[CH3:34]. The yield is 0.290.